Dataset: Full USPTO retrosynthesis dataset with 1.9M reactions from patents (1976-2016). Task: Predict the reactants needed to synthesize the given product. (1) Given the product [Cl:1][C:2]1[N:3]=[C:4]([NH:22][CH:23]2[CH2:25][CH2:24]2)[C:5]2[C:10]([C:30]3[CH:31]=[CH:32][C:27]([F:26])=[CH:28][CH:29]=3)=[CH:9][N:8]([S:12]([C:15]3[CH:21]=[CH:20][C:18]([CH3:19])=[CH:17][CH:16]=3)(=[O:14])=[O:13])[C:6]=2[N:7]=1, predict the reactants needed to synthesize it. The reactants are: [Cl:1][C:2]1[N:3]=[C:4]([NH:22][CH:23]2[CH2:25][CH2:24]2)[C:5]2[C:10](I)=[CH:9][N:8]([S:12]([C:15]3[CH:21]=[CH:20][C:18]([CH3:19])=[CH:17][CH:16]=3)(=[O:14])=[O:13])[C:6]=2[N:7]=1.[F:26][C:27]1[CH:32]=[CH:31][C:30](B(O)O)=[CH:29][CH:28]=1.C([O-])([O-])=O.[Na+].[Na+].O. (2) Given the product [Cl:11][CH2:10][CH:12]([OH:14])[CH2:13][NH:7][CH2:6][C:5]1[CH:8]=[CH:9][C:2]([F:1])=[CH:3][CH:4]=1, predict the reactants needed to synthesize it. The reactants are: [F:1][C:2]1[CH:9]=[CH:8][C:5]([CH2:6][NH2:7])=[CH:4][CH:3]=1.[CH2:10]([CH:12]1[O:14][CH2:13]1)[Cl:11]. (3) Given the product [F:10][C:11]1[CH:16]=[CH:15][C:14]([NH:17][C:7]([C:5]2[S:6][C:2]([Br:1])=[CH:3][CH:4]=2)=[O:8])=[CH:13][C:12]=1[N+:18]([O-:20])=[O:19], predict the reactants needed to synthesize it. The reactants are: [Br:1][C:2]1[S:6][C:5]([C:7](Cl)=[O:8])=[CH:4][CH:3]=1.[F:10][C:11]1[CH:16]=[CH:15][C:14]([NH2:17])=[CH:13][C:12]=1[N+:18]([O-:20])=[O:19].CCN(C(C)C)C(C)C.O. (4) Given the product [F:1][C:2]1[CH:3]=[C:4]2[C:8](=[CH:9][CH:10]=1)[NH:7][C:6](=[O:11])[C:5]2=[CH:12][C:13]1[CH:14]=[C:15]([CH:27]=[CH:28][CH:29]=1)[C:16]([NH:18][CH2:19][CH2:20][CH2:21][CH2:22][CH2:23][C:24]([NH:48][C:47]1[CH:46]=[CH:45][CH:44]=[CH:43][C:51]=1[NH2:50])=[O:25])=[O:17], predict the reactants needed to synthesize it. The reactants are: [F:1][C:2]1[CH:3]=[C:4]2[C:8](=[CH:9][CH:10]=1)[NH:7][C:6](=[O:11])[C:5]2=[CH:12][C:13]1[CH:14]=[C:15]([CH:27]=[CH:28][CH:29]=1)[C:16]([NH:18][CH2:19][CH2:20][CH2:21][CH2:22][CH2:23][C:24](O)=[O:25])=[O:17].Cl.C(N=C=NCCCN(C)C)C.O[C:43]1[C:51]2[N:50]=N[NH:48][C:47]=2[CH:46]=[CH:45][CH:44]=1.C(N(CC)CC)C.C1(N)C=CC=CC=1N. (5) Given the product [CH2:34]([O:33][C:31](=[O:32])[CH2:30][CH2:29][CH2:28][CH2:27][CH2:26][CH2:25][N:17]([C:14]1[CH:13]=[CH:12][C:11]([O:10][CH2:3][C:4]2[CH:5]=[CH:6][CH:7]=[CH:8][CH:9]=2)=[CH:16][N:15]=1)[C:18]1[CH:23]=[CH:22][CH:21]=[CH:20][N:19]=1)[CH3:35], predict the reactants needed to synthesize it. The reactants are: [H-].[Na+].[CH2:3]([O:10][C:11]1[CH:12]=[CH:13][C:14]([NH:17][C:18]2[CH:23]=[CH:22][CH:21]=[CH:20][N:19]=2)=[N:15][CH:16]=1)[C:4]1[CH:9]=[CH:8][CH:7]=[CH:6][CH:5]=1.Br[CH2:25][CH2:26][CH2:27][CH2:28][CH2:29][CH2:30][C:31]([O:33][CH2:34][CH3:35])=[O:32].[O-]S([O-])(=S)=O.[Na+].[Na+].